From a dataset of Forward reaction prediction with 1.9M reactions from USPTO patents (1976-2016). Predict the product of the given reaction. (1) Given the reactants [C:1]1([CH:7]([CH2:11][C:12](=O)[CH3:13])[C:8](=O)[CH3:9])[CH:6]=[CH:5][CH:4]=[CH:3][CH:2]=1.C(N(CC)CC)C.Cl.[NH2:23][CH2:24][C:25]([O:27][CH2:28][CH3:29])=[O:26], predict the reaction product. The product is: [CH3:9][C:8]1[N:23]([CH2:24][C:25]([O:27][CH2:28][CH3:29])=[O:26])[C:12]([CH3:13])=[CH:11][C:7]=1[C:1]1[CH:6]=[CH:5][CH:4]=[CH:3][CH:2]=1. (2) Given the reactants [CH3:1][O:2][C:3]1[CH:4]=[C:5]([CH:17]=[CH:18][CH:19]=1)[CH2:6][C:7]1[O:11][N:10]=[C:9]([C:12]([O:14]CC)=O)[N:8]=1.Cl.[Cl:21][C:22]1[CH:23]=[C:24]2[C:28](=[CH:29][CH:30]=1)[NH:27][CH:26]=[C:25]2[CH2:31][CH2:32][NH2:33].CN(C(ON1N=NC2C=CC=NC1=2)=[N+](C)C)C.F[P-](F)(F)(F)(F)F.C(N(CC)C(C)C)(C)C, predict the reaction product. The product is: [Cl:21][C:22]1[CH:23]=[C:24]2[C:28](=[CH:29][CH:30]=1)[NH:27][CH:26]=[C:25]2[CH2:31][CH2:32][NH:33][C:12]([C:9]1[N:8]=[C:7]([CH2:6][C:5]2[CH:17]=[CH:18][CH:19]=[C:3]([O:2][CH3:1])[CH:4]=2)[O:11][N:10]=1)=[O:14]. (3) Given the reactants Cl.[F:2][C:3]1([F:13])[CH2:7][NH:6][C@H:5]([CH2:8][CH2:9][C:10]([OH:12])=[O:11])[CH2:4]1.Br[CH2:15][C:16]1[NH:21][C:20]([C:22]2[S:23][CH:24]=[CH:25][N:26]=2)=[N:19][C@@H:18]([C:27]2[CH:32]=[CH:31][C:30]([F:33])=[CH:29][C:28]=2[Cl:34])[C:17]=1[C:35]([O:37][CH3:38])=[O:36].C(=O)([O-])[O-].[K+].[K+], predict the reaction product. The product is: [Cl:34][C:28]1[CH:29]=[C:30]([F:33])[CH:31]=[CH:32][C:27]=1[C@@H:18]1[N:19]=[C:20]([C:22]2[S:23][CH:24]=[CH:25][N:26]=2)[NH:21][C:16]([CH2:15][N:6]2[CH2:7][C:3]([F:2])([F:13])[CH2:4][C@H:5]2[CH2:8][CH2:9][C:10]([OH:12])=[O:11])=[C:17]1[C:35]([O:37][CH3:38])=[O:36]. (4) Given the reactants [N+:1](/[CH:4]=[CH:5]/[C:6]1[CH:7]=[C:8]([CH:11]=[CH:12][CH:13]=1)[C:9]#[N:10])([O-])=O.[N:14]([Si](C)(C)C)=[N+:15]=[N-].[F-].C([N+](CCCC)(CCCC)CCCC)CCC, predict the reaction product. The product is: [NH:1]1[CH:4]=[C:5]([C:6]2[CH:7]=[C:8]([CH:11]=[CH:12][CH:13]=2)[C:9]#[N:10])[N:15]=[N:14]1. (5) The product is: [Br:10][C:7]1[CH:8]=[CH:9][C:4]([CH:2]([OH:3])[CH3:1])=[CH:5][CH:6]=1. Given the reactants [CH3:1][C:2]([C:4]1[CH:9]=[CH:8][C:7]([Br:10])=[CH:6][CH:5]=1)=[O:3].[BH4-].[Na+].C(O)C.CC(C)=O, predict the reaction product. (6) The product is: [CH3:89][O:88][C:86](=[O:87])[NH:85][C@@H:81]([C@H:80]([O:79][CH3:78])[CH3:90])[C:82]([N:63]1[CH2:64][CH2:65][CH2:66][C@H:62]1[C:60]1[NH:59][C:58]2[C:67]3[C:54]([CH:55]=[CH:56][C:57]=2[N:61]=1)=[CH:53][C:52]([C:49]1[CH:48]=[CH:47][C:46]([C:43]2[NH:42][C:41]([C@@H:40]4[CH2:39][C:34]5([O:35][CH2:36][CH2:37][O:38]5)[CH2:33][N:32]4[C:31](=[O:70])[C@@H:30]([NH:71][C:72]([O:73][CH3:74])=[O:75])[CH:29]([CH3:76])[CH3:28])=[N:45][CH:44]=2)=[CH:51][CH:50]=1)=[CH:69][CH:68]=3)=[O:83]. Given the reactants COC(N[C@@H](C(C)C)C(N1CC(=O)C[C@H]1C(OCC1C=CC=CC=1)=O)=O)=O.[CH3:28][CH:29]([CH3:76])[C@H:30]([NH:71][C:72](=[O:75])[O:73][CH3:74])[C:31](=[O:70])[N:32]1[C@H:40]([C:41]2[NH:42][C:43]([C:46]3[CH:51]=[CH:50][C:49]([C:52]4[CH:53]=[C:54]5[C:67](=[CH:68][CH:69]=4)[C:58]4[NH:59][C:60]([C@@H:62]6[CH2:66][CH2:65][CH2:64][NH:63]6)=[N:61][C:57]=4[CH:56]=[CH:55]5)=[CH:48][CH:47]=3)=[CH:44][N:45]=2)[CH2:39][C:34]2([O:38][CH2:37][CH2:36][O:35]2)[CH2:33]1.Cl.[CH3:78][O:79][C@H:80]([CH3:90])[C@H:81]([NH:85][C:86]([O:88][CH3:89])=[O:87])[C:82](O)=[O:83].Cl.O=C1CN[C@H](C(OCC2C=CC=CC=2)=O)C1.COC(N[C@@H](C(C)C)C(O)=O)=O, predict the reaction product. (7) Given the reactants Br[C:2]1[CH:3]=[C:4]([CH:8]([OH:19])[CH2:9][CH2:10][NH:11][C:12](=[O:18])[O:13][C:14]([CH3:17])([CH3:16])[CH3:15])[CH:5]=[CH:6][CH:7]=1.[CH3:20][CH:21]([CH3:26])[CH:22]([OH:25])[C:23]#[CH:24], predict the reaction product. The product is: [OH:19][CH:8]([C:4]1[CH:5]=[CH:6][CH:7]=[C:2]([C:24]#[C:23][CH:22]([OH:25])[CH:21]([CH3:26])[CH3:20])[CH:3]=1)[CH2:9][CH2:10][NH:11][C:12](=[O:18])[O:13][C:14]([CH3:17])([CH3:16])[CH3:15].